This data is from CYP2C9 substrate classification data from Carbon-Mangels et al.. The task is: Regression/Classification. Given a drug SMILES string, predict its absorption, distribution, metabolism, or excretion properties. Task type varies by dataset: regression for continuous measurements (e.g., permeability, clearance, half-life) or binary classification for categorical outcomes (e.g., BBB penetration, CYP inhibition). Dataset: cyp2c9_substrate_carbonmangels. (1) The compound is C[C@@H](C(=O)O)c1cccc(C(=O)c2ccccc2)c1. The result is 0 (non-substrate). (2) The compound is COc1ccc(CN2CCNCC2)c(OC)c1OC. The result is 0 (non-substrate). (3) The compound is C[C@]12C[C@H](O)[C@H]3[C@@H](CCC4=CC(=O)CC[C@@]43C)[C@@H]1CC[C@]2(O)C(=O)CO. The result is 0 (non-substrate). (4) The drug is COCC(=O)O[C@]1(CCN(C)CCCc2nc3ccccc3[nH]2)CCc2cc(F)ccc2[C@@H]1C(C)C. The result is 0 (non-substrate). (5) The compound is CC1=CC(=O)C=C2CC[C@H]3[C@@H]4CCC(=O)[C@@]4(C)CC[C@@H]3[C@@]12C. The result is 0 (non-substrate). (6) The compound is Cc1nc2c([nH]1)c(=O)n(C)c(=O)n2Cc1ccco1. The result is 0 (non-substrate).